From a dataset of Forward reaction prediction with 1.9M reactions from USPTO patents (1976-2016). Predict the product of the given reaction. (1) Given the reactants [Br:1][C:2]1[CH:3]=[CH:4][C:5]([Cl:19])=[C:6]([CH2:8][C:9]2[S:13][C:12]3[CH:14]=[C:15]([OH:18])[CH:16]=[CH:17][C:11]=3[CH:10]=2)[CH:7]=1.I[CH2:21][CH3:22].C(=O)([O-])[O-].[K+].[K+].O, predict the reaction product. The product is: [Br:1][C:2]1[CH:3]=[CH:4][C:5]([Cl:19])=[C:6]([CH2:8][C:9]2[S:13][C:12]3[CH:14]=[C:15]([O:18][CH2:21][CH3:22])[CH:16]=[CH:17][C:11]=3[CH:10]=2)[CH:7]=1. (2) Given the reactants [C:1]([O:5][C:6]([N:8]1[CH2:13][CH2:12][C:11](=[CH:14]Br)[CH2:10][CH2:9]1)=[O:7])([CH3:4])([CH3:3])[CH3:2].[S:16]1[C:20]2[CH:21]=[C:22]([Sn](CCCC)(CCCC)CCCC)[CH:23]=[CH:24][C:19]=2[N:18]=[CH:17]1, predict the reaction product. The product is: [C:1]([O:5][C:6]([N:8]1[CH2:13][CH2:12][C:11](=[CH:14][C:22]2[CH:23]=[CH:24][C:19]3[N:18]=[CH:17][S:16][C:20]=3[CH:21]=2)[CH2:10][CH2:9]1)=[O:7])([CH3:4])([CH3:3])[CH3:2]. (3) Given the reactants [CH3:1][O:2][C:3]1[CH:10]=[C:9]([O:11][CH3:12])[CH:8]=[CH:7][C:4]=1[CH:5]=O.[CH:13]1[N:17]=[C:16]([NH2:18])[S:15][CH:14]=1.[BH4-].[Na+].CO, predict the reaction product. The product is: [CH3:1][O:2][C:3]1[CH:10]=[C:9]([O:11][CH3:12])[CH:8]=[CH:7][C:4]=1[CH2:5][NH:18][C:16]1[S:15][CH:14]=[CH:13][N:17]=1. (4) Given the reactants [CH2:1]([N:8]1[CH2:12][CH2:11][C:10]([C:14]2[CH:19]=[C:18]([F:20])[CH:17]=[C:16]([F:21])[CH:15]=2)(O)[CH2:9]1)[C:2]1[CH:7]=[CH:6][CH:5]=[CH:4][CH:3]=1.C(N(S(F)(F)[F:28])CC)C.C(=O)([O-])[O-].[Na+].[Na+], predict the reaction product. The product is: [CH2:1]([N:8]1[CH2:12][CH2:11][C:10]([C:14]2[CH:19]=[C:18]([F:20])[CH:17]=[C:16]([F:21])[CH:15]=2)([F:28])[CH2:9]1)[C:2]1[CH:7]=[CH:6][CH:5]=[CH:4][CH:3]=1.